Dataset: Forward reaction prediction with 1.9M reactions from USPTO patents (1976-2016). Task: Predict the product of the given reaction. (1) Given the reactants [C:1](Cl)(=O)C.[Br:5][C:6]1[CH:11]=[CH:10][C:9]([CH2:12][C:13]([OH:15])=[O:14])=[CH:8][CH:7]=1, predict the reaction product. The product is: [Br:5][C:6]1[CH:7]=[CH:8][C:9]([CH2:12][C:13]([O:15][CH3:1])=[O:14])=[CH:10][CH:11]=1. (2) Given the reactants [C:1]1([C:21]2[CH:26]=[CH:25][CH:24]=[CH:23][CH:22]=2)[CH:6]=[CH:5][C:4]([CH2:7][C@H:8]2[N:12](C(=O)C(C)(C)C)[C:11](=[O:19])[C@H:10]([OH:20])[CH2:9]2)=[CH:3][CH:2]=1.[CH3:27][CH2:28][OH:29], predict the reaction product. The product is: [CH2:28]([O:29][C:11](=[O:19])[C@H:10]([OH:20])[CH2:9][C@H:8]([NH2:12])[CH2:7][C:4]1[CH:3]=[CH:2][C:1]([C:21]2[CH:22]=[CH:23][CH:24]=[CH:25][CH:26]=2)=[CH:6][CH:5]=1)[CH3:27]. (3) The product is: [CH3:1][O:2][C:3](=[O:12])[CH2:4][C:5]1[CH:10]=[CH:9][C:8]([O:11][CH:13]2[CH2:18][CH2:17][CH2:16][CH2:15][CH2:14]2)=[CH:7][CH:6]=1. Given the reactants [CH3:1][O:2][C:3](=[O:12])[CH2:4][C:5]1[CH:10]=[CH:9][C:8]([OH:11])=[CH:7][CH:6]=1.[C:13]1(P([C:13]2[CH:18]=[CH:17][CH:16]=[CH:15][CH:14]=2)[C:13]2[CH:18]=[CH:17][CH:16]=[CH:15][CH:14]=2)[CH:18]=[CH:17][CH:16]=[CH:15][CH:14]=1.C1(O)CCCCC1.CC(OC(/N=N/C(OC(C)C)=O)=O)C, predict the reaction product.